Task: Predict the reaction yield, written as a fraction of the theoretical maximum amount of product (1.0 means a 100% yield; for example, 0.34 means a 34% yield).. Dataset: Reaction yield outcomes from USPTO patents with 853,638 reactions (1) The reactants are [CH:1]1(C#N)[C:10]2[C:5](=[CH:6][CH:7]=[CH:8][CH:9]=2)[CH2:4][CH2:3][CH2:2]1.Cl.[CH2:14](Br)[CH3:15].[C:17]([O-:20])([O-])=[O:18].[Cs+].[Cs+]. The catalyst is [OH-].[K+].C(O)(C)C. The product is [CH2:14]([O:20][C:17]([CH:4]1[C:5]2[C:10](=[CH:9][CH:8]=[CH:7][CH:6]=2)[CH2:1][CH2:2][CH2:3]1)=[O:18])[CH3:15]. The yield is 0.450. (2) The reactants are [Cl:1][C:2]1[CH:11]=[CH:10][C:5]2[N:6]=[C:7]([NH2:9])[S:8][C:4]=2[CH:3]=1.[C:12](N1C=CN=C1)([N:14]1[CH:18]=[CH:17][N:16]=[CH:15]1)=[S:13]. The catalyst is C(#N)C. The product is [Cl:1][C:2]1[CH:11]=[CH:10][C:5]2[N:6]=[C:7]([NH:9][C:12]([N:14]3[CH:18]=[CH:17][N:16]=[CH:15]3)=[S:13])[S:8][C:4]=2[CH:3]=1. The yield is 0.640. (3) The reactants are [CH2:1]([O:3][C:4]1[CH:9]=[CH:8][C:7]([C:10]2[O:14][N:13]=[C:12]([C:15]3[CH:16]=[CH:17][C:18]4[O:22][C:21]([C:23]5([NH:31]C(=O)OC(C)(C)C)[CH2:28][O:27]C(C)(C)[O:25][CH2:24]5)=[CH:20][C:19]=4[CH:39]=3)[N:11]=2)=[CH:6][CH:5]=1)[CH3:2].ClC1C=C(C2ON=C(C3C=CC4OC(C5(NC(=O)OC(C)(C)C)COC(C)(C)OC5)=CC=4C=3)N=2)C=CC=1OCCC. No catalyst specified. The product is [NH2:31][C:23]([C:21]1[O:22][C:18]2[CH:17]=[CH:16][C:15]([C:12]3[N:11]=[C:10]([C:7]4[CH:6]=[CH:5][C:4]([O:3][CH2:1][CH3:2])=[CH:9][CH:8]=4)[O:14][N:13]=3)=[CH:39][C:19]=2[CH:20]=1)([CH2:28][OH:27])[CH2:24][OH:25]. The yield is 0.320. (4) The reactants are [Cl:1][C:2]1[CH:7]=[C:6]([Cl:8])[CH:5]=[CH:4][C:3]=1[CH:9]1[C:14](=[C:15]=O)[CH:13]=[CH:12][C:11]([NH:17][CH2:18][CH2:19][NH:20][C:21]([O:23][C:24]([CH3:27])([CH3:26])[CH3:25])=[O:22])=[CH:10]1.[NH:28]1[CH2:33][CH2:32][O:31][CH2:30][CH2:29]1.C(O)(=O)C.O. The catalyst is C1COCC1. The product is [Cl:1][C:2]1[CH:7]=[C:6]([Cl:8])[CH:5]=[CH:4][C:3]=1[C:9]1[CH:10]=[C:11]([NH:17][CH2:18][CH2:19][NH:20][C:21]([O:23][C:24]([CH3:27])([CH3:26])[CH3:25])=[O:22])[CH:12]=[CH:13][C:14]=1[CH2:15][N:28]1[CH2:33][CH2:32][O:31][CH2:30][CH2:29]1. The yield is 0.520. (5) The reactants are [C:1]([NH:5][C:6]([C:8]1[C:12]2=[N:13][C:14]([C:17]3[C:25]4[C:20](=[CH:21][C:22]([CH2:26][CH3:27])=[CH:23][CH:24]=4)[N:19]([CH3:28])[N:18]=3)=[CH:15][N:16]=[C:11]2[N:10](COCC[Si](C)(C)C)[CH:9]=1)=[O:7])([CH3:4])([CH3:3])[CH3:2].C(N)CN.CCCC[N+](CCCC)(CCCC)CCCC.[F-]. The catalyst is CN(C=O)C. The product is [C:1]([NH:5][C:6]([C:8]1[C:12]2[C:11](=[N:16][CH:15]=[C:14]([C:17]3[C:25]4[C:20](=[CH:21][C:22]([CH2:26][CH3:27])=[CH:23][CH:24]=4)[N:19]([CH3:28])[N:18]=3)[N:13]=2)[NH:10][CH:9]=1)=[O:7])([CH3:4])([CH3:3])[CH3:2]. The yield is 0.220. (6) The reactants are [C:1]([O:5][C:6]([N:8]1[C:13]2[CH:14]=[C:15]([Cl:19])[C:16]([OH:18])=[CH:17][C:12]=2[O:11][CH:10]([C:20]([N:22]2[CH2:27][CH2:26][C:25]([C:36]#[N:37])([CH2:28][C:29]3[CH:34]=[CH:33][C:32]([F:35])=[CH:31][CH:30]=3)[CH2:24][CH2:23]2)=[O:21])[CH2:9]1)=[O:7])([CH3:4])([CH3:3])[CH3:2].C([O-])([O-])=O.[K+].[K+].[CH:44](Br)([CH3:46])[CH3:45]. The catalyst is CC(C)=O. The product is [C:1]([O:5][C:6]([N:8]1[C:13]2[CH:14]=[C:15]([Cl:19])[C:16]([O:18][CH:44]([CH3:46])[CH3:45])=[CH:17][C:12]=2[O:11][CH:10]([C:20]([N:22]2[CH2:27][CH2:26][C:25]([C:36]#[N:37])([CH2:28][C:29]3[CH:30]=[CH:31][C:32]([F:35])=[CH:33][CH:34]=3)[CH2:24][CH2:23]2)=[O:21])[CH2:9]1)=[O:7])([CH3:4])([CH3:2])[CH3:3]. The yield is 0.969.